From a dataset of Catalyst prediction with 721,799 reactions and 888 catalyst types from USPTO. Predict which catalyst facilitates the given reaction. (1) The catalyst class is: 81. Reactant: [Cl:1][C:2]1[CH:7]=[CH:6][C:5]([CH:8]([CH3:13])[C:9]([O:11][CH3:12])=[O:10])=[CH:4][CH:3]=1.O1CCCC1.C[Si](C)(C)[N-][Si](C)(C)C.[Li+].Br[CH2:30][C:31]([O:33][C:34]([CH3:37])([CH3:36])[CH3:35])=[O:32]. Product: [Cl:1][C:2]1[CH:3]=[CH:4][C:5]([C:8]([CH3:13])([CH2:30][C:31]([O:33][C:34]([CH3:37])([CH3:36])[CH3:35])=[O:32])[C:9]([O:11][CH3:12])=[O:10])=[CH:6][CH:7]=1. (2) Reactant: [Cl:1][C:2]1[CH:3]=[C:4]([CH:6]=[CH:7][C:8]=1[O:9][C:10]1[C:19]2[C:14](=[CH:15][C:16]([O:22][CH3:23])=[C:17]([O:20][CH3:21])[CH:18]=2)[N:13]=[CH:12][N:11]=1)[NH2:5].C(N(CC)CC)C.ClC(Cl)(O[C:35](=[O:41])OC(Cl)(Cl)Cl)Cl.[NH2:43][C:44]1[S:45][C:46]([CH3:49])=[CH:47][N:48]=1. Product: [Cl:1][C:2]1[CH:3]=[C:4]([NH:5][C:35]([NH:43][C:44]2[S:45][C:46]([CH3:49])=[CH:47][N:48]=2)=[O:41])[CH:6]=[CH:7][C:8]=1[O:9][C:10]1[C:19]2[C:14](=[CH:15][C:16]([O:22][CH3:23])=[C:17]([O:20][CH3:21])[CH:18]=2)[N:13]=[CH:12][N:11]=1. The catalyst class is: 146.